This data is from Forward reaction prediction with 1.9M reactions from USPTO patents (1976-2016). The task is: Predict the product of the given reaction. (1) Given the reactants [NH2:1][C:2]1[CH:11]=[CH:10][C:5]([C:6]([O:8][CH3:9])=[O:7])=[CH:4][C:3]=1B1OC(C)(C)C(C)(C)O1.C(=O)([O-])[O-].[Na+].[Na+].[C:27]([O:31][C:32]([NH:34][C@@H:35]1[CH2:40][CH2:39][CH2:38][N:37]([C:41]2[N:42]([CH2:52][C:53]3[CH:58]=[CH:57][CH:56]=[CH:55][C:54]=3[Cl:59])[C:43]([C:47](OCC)=[O:48])=[C:44](I)[N:45]=2)[CH2:36]1)=[O:33])([CH3:30])([CH3:29])[CH3:28].[Cl-].[NH4+].[O-]CC.[Na+], predict the reaction product. The product is: [C:27]([O:31][C:32]([NH:34][C@@H:35]1[CH2:40][CH2:39][CH2:38][N:37]([C:41]2[N:42]([CH2:52][C:53]3[CH:58]=[CH:57][CH:56]=[CH:55][C:54]=3[Cl:59])[C:43]3[C:47](=[O:48])[NH:1][C:2]4[CH:11]=[CH:10][C:5]([C:6]([O:8][CH3:9])=[O:7])=[CH:4][C:3]=4[C:44]=3[N:45]=2)[CH2:36]1)=[O:33])([CH3:30])([CH3:28])[CH3:29]. (2) Given the reactants CO[C:3](=[O:18])[C:4]([C:6]1[CH:7]=[CH:8][C:9]([O:16][CH3:17])=[C:10]2[C:14]=1[N:13]([CH3:15])[CH:12]=[CH:11]2)=O.[NH:19]1[C:27]2[C:22](=[CH:23][CH:24]=[CH:25][CH:26]=2)[C:21]([CH2:28][C:29]([NH2:31])=[O:30])=[CH:20]1.CC(C)([O-])C.[K+].C1COCC1, predict the reaction product. The product is: [NH:19]1[C:27]2[C:22](=[CH:23][CH:24]=[CH:25][CH:26]=2)[C:21]([C:28]2[C:29](=[O:30])[NH:31][C:3](=[O:18])[C:4]=2[C:6]2[CH:7]=[CH:8][C:9]([O:16][CH3:17])=[C:10]3[C:14]=2[N:13]([CH3:15])[CH:12]=[CH:11]3)=[CH:20]1. (3) Given the reactants [F:1][C:2]1[CH:14]=[CH:13][C:5]([CH2:6][CH:7]2[CH2:12][CH2:11][NH:10][CH2:9][CH2:8]2)=[CH:4][CH:3]=1.[N+:15]([C:18]1[CH:19]=[C:20]([NH:24][C:25](=[O:29])[C:26](O)=[O:27])[CH:21]=[CH:22][CH:23]=1)([O-:17])=[O:16], predict the reaction product. The product is: [F:1][C:2]1[CH:3]=[CH:4][C:5]([CH2:6][CH:7]2[CH2:8][CH2:9][N:10]([C:26](=[O:27])[C:25]([NH:24][C:20]3[CH:21]=[CH:22][CH:23]=[C:18]([N+:15]([O-:17])=[O:16])[CH:19]=3)=[O:29])[CH2:11][CH2:12]2)=[CH:13][CH:14]=1.